From a dataset of Catalyst prediction with 721,799 reactions and 888 catalyst types from USPTO. Predict which catalyst facilitates the given reaction. (1) The catalyst class is: 3. Reactant: Br[CH2:2][C:3]1[S:11][C:10]2[C:9]([N:12]3[CH2:17][CH2:16][O:15][CH2:14][CH2:13]3)=[N:8][C:7]([Cl:18])=[N:6][C:5]=2[CH:4]=1.[O:19]1[C:24]2([CH2:29][CH2:28][NH:27][CH2:26][CH2:25]2)[CH2:23][NH:22][C:21](=[O:30])[CH2:20]1.C(=O)([O-])[O-].[K+].[K+]. Product: [Cl:18][C:7]1[N:8]=[C:9]([N:12]2[CH2:17][CH2:16][O:15][CH2:14][CH2:13]2)[C:10]2[S:11][C:3]([CH2:2][N:27]3[CH2:26][CH2:25][C:24]4([O:19][CH2:20][C:21](=[O:30])[NH:22][CH2:23]4)[CH2:29][CH2:28]3)=[CH:4][C:5]=2[N:6]=1. (2) Reactant: [Br:1][C:2]1[CH:7]=[CH:6][N:5]=[C:4]2[N:8](S(C3C=CC(C)=CC=3)(=O)=O)[C:9]([C:11]3[CH2:12][CH2:13][N:14]([S:17]([CH3:20])(=[O:19])=[O:18])[CH2:15][CH:16]=3)=[CH:10][C:3]=12.CO.O.[OH-].[Na+]. Product: [Br:1][C:2]1[CH:7]=[CH:6][N:5]=[C:4]2[NH:8][C:9]([C:11]3[CH2:16][CH2:15][N:14]([S:17]([CH3:20])(=[O:19])=[O:18])[CH2:13][CH:12]=3)=[CH:10][C:3]=12. The catalyst class is: 7. (3) Reactant: [B:10]1([B:10]2[O:14][C:13]([CH3:16])([CH3:15])[C:12]([CH3:18])([CH3:17])[O:11]2)[O:14][C:13]([CH3:16])([CH3:15])[C:12]([CH3:18])([CH3:17])[O:11]1.C([O-])(=O)C.[K+].[C:24]([O:28][C:29]([N:31]([C:39]1[S:48][CH2:47][C@H:46]2[C@@:41]([C:49]3[S:50][CH:51]=[C:52](Br)[CH:53]=3)([CH2:42][O:43][CH2:44][CH2:45]2)[N:40]=1)[C:32]([O:34][C:35]([CH3:38])([CH3:37])[CH3:36])=[O:33])=[O:30])([CH3:27])([CH3:26])[CH3:25]. Product: [C:24]([O:28][C:29]([N:31]([C:39]1[S:48][CH2:47][C@H:46]2[C@:41]([C:49]3[S:50][CH:51]=[C:52]([B:10]4[O:11][C:12]([CH3:17])([CH3:18])[C:13]([CH3:15])([CH3:16])[O:14]4)[CH:53]=3)([CH2:42][O:43][CH2:44][CH2:45]2)[N:40]=1)[C:32]([O:34][C:35]([CH3:38])([CH3:37])[CH3:36])=[O:33])=[O:30])([CH3:25])([CH3:26])[CH3:27]. The catalyst class is: 39. (4) Reactant: [F:1][C:2]([F:43])([F:42])[C:3]([NH:5][C:6]1([C:11]2[CH:16]=[CH:15][C:14]([C:17]3[C:26]([C:27]4[CH:32]=[CH:31][CH:30]=[CH:29][CH:28]=4)=[CH:25][C:24]4[C:23]5=[N:33][N:34]=[C:35]([C:36]6[N:41]=[CH:40][CH:39]=[CH:38][N:37]=6)[N:22]5[CH:21]=[CH:20][C:19]=4[N:18]=3)=[CH:13][CH:12]=2)[CH2:9][C:8](=[O:10])[CH2:7]1)=[O:4].[BH4-].[Na+]. Product: [F:42][C:2]([F:1])([F:43])[C:3]([NH:5][C:6]1([C:11]2[CH:12]=[CH:13][C:14]([C:17]3[C:26]([C:27]4[CH:28]=[CH:29][CH:30]=[CH:31][CH:32]=4)=[CH:25][C:24]4[C:23]5=[N:33][N:34]=[C:35]([C:36]6[N:41]=[CH:40][CH:39]=[CH:38][N:37]=6)[N:22]5[CH:21]=[CH:20][C:19]=4[N:18]=3)=[CH:15][CH:16]=2)[CH2:9][CH:8]([OH:10])[CH2:7]1)=[O:4]. The catalyst class is: 61. (5) Reactant: [CH:1]1[C:10]2[C:5](=[CH:6][C:7]([C:11]3[CH:15]=[C:14]([NH2:16])[O:13][N:12]=3)=[CH:8][CH:9]=2)[CH:4]=[CH:3][N:2]=1.[Li+].C[Si]([N-][Si](C)(C)C)(C)C.[C:27](O[C:27]([O:28][CH2:29][CH:30]=[CH2:31])=[O:32])(=[O:32])[O:28][CH2:29][CH:30]=[CH2:31]. Product: [CH:1]1[C:10]2[C:5](=[CH:6][C:7]([C:11]3[CH:15]=[C:14]([NH:16][C:27](=[O:32])[O:28][CH2:29][CH:30]=[CH2:31])[O:13][N:12]=3)=[CH:8][CH:9]=2)[CH:4]=[CH:3][N:2]=1. The catalyst class is: 3. (6) Reactant: [H-].[Na+].[F:3][C:4]([F:16])([F:15])[O:5][C:6]1[CH:11]=[CH:10][C:9]([CH2:12][C:13]#[N:14])=[CH:8][CH:7]=1.Br[CH:18]([CH:20](Br)[CH3:21])[CH3:19]. Product: [F:3][C:4]([F:15])([F:16])[O:5][C:6]1[CH:7]=[CH:8][C:9]([C:12]2([C:13]#[N:14])[CH2:21][CH2:20][CH2:18][CH2:19]2)=[CH:10][CH:11]=1. The catalyst class is: 1.